This data is from Catalyst prediction with 721,799 reactions and 888 catalyst types from USPTO. The task is: Predict which catalyst facilitates the given reaction. Reactant: [CH2:1]1[N:6]([C:7]2[C:12]([C:13]#[N:14])=[CH:11][CH:10]=[CH:9][CH:8]=2)[CH2:5][CH2:4]OC1.Cl.[CH3:16][NH:17][OH:18].[C:19](=[O:22])([O-])[O-].[Na+].[Na+]. Product: [OH:18][N:17]([CH3:16])[C:13](=[NH:14])[C:12]1[CH:11]=[CH:10][CH:9]=[CH:8][C:7]=1[N:6]1[CH2:1][CH2:19][O:22][CH2:4][CH2:5]1. The catalyst class is: 97.